Regression. Given two drug SMILES strings and cell line genomic features, predict the synergy score measuring deviation from expected non-interaction effect. From a dataset of Merck oncology drug combination screen with 23,052 pairs across 39 cell lines. (1) Drug 1: COC12C(COC(N)=O)C3=C(C(=O)C(C)=C(N)C3=O)N1CC1NC12. Drug 2: CNC(=O)c1cc(Oc2ccc(NC(=O)Nc3ccc(Cl)c(C(F)(F)F)c3)cc2)ccn1. Cell line: DLD1. Synergy scores: synergy=-5.95. (2) Drug 1: CN(Cc1cnc2nc(N)nc(N)c2n1)c1ccc(C(=O)NC(CCC(=O)O)C(=O)O)cc1. Drug 2: CC1(c2nc3c(C(N)=O)cccc3[nH]2)CCCN1. Cell line: SW837. Synergy scores: synergy=8.08. (3) Drug 1: CN(C)C(=N)N=C(N)N. Drug 2: COC1=C2CC(C)CC(OC)C(O)C(C)C=C(C)C(OC(N)=O)C(OC)C=CC=C(C)C(=O)NC(=CC1=O)C2=O. Cell line: CAOV3. Synergy scores: synergy=-13.9. (4) Drug 1: CCN(CC)CCNC(=O)c1c(C)[nH]c(C=C2C(=O)Nc3ccc(F)cc32)c1C. Drug 2: Cn1nnc2c(C(N)=O)ncn2c1=O. Cell line: OVCAR3. Synergy scores: synergy=6.13.